This data is from TCR-epitope binding with 47,182 pairs between 192 epitopes and 23,139 TCRs. The task is: Binary Classification. Given a T-cell receptor sequence (or CDR3 region) and an epitope sequence, predict whether binding occurs between them. (1) The epitope is KLSYGIATV. The TCR CDR3 sequence is CASMGAAGVGGTIYF. Result: 1 (the TCR binds to the epitope). (2) The epitope is QVPLRPMTYK. The TCR CDR3 sequence is CASSLEVTMNTEAFF. Result: 0 (the TCR does not bind to the epitope). (3) The epitope is GTITSGWTF. The TCR CDR3 sequence is CASTPDLHTDTQYF. Result: 0 (the TCR does not bind to the epitope). (4) The epitope is RLRAEAQVK. The TCR CDR3 sequence is CASSLKGGRHEQYF. Result: 1 (the TCR binds to the epitope). (5) The epitope is YVLDHLIVV. The TCR CDR3 sequence is CASSPSLVGSADTQYF. Result: 1 (the TCR binds to the epitope). (6) The epitope is KLPDDFTGCV. The TCR CDR3 sequence is CASSQLDRAGTDTQYF. Result: 1 (the TCR binds to the epitope). (7) The epitope is IYSKHTPINL. The TCR CDR3 sequence is CASSHFSLPVVEQFF. Result: 0 (the TCR does not bind to the epitope).